From a dataset of Retrosynthesis with 50K atom-mapped reactions and 10 reaction types from USPTO. Predict the reactants needed to synthesize the given product. Given the product COCNC(=S)n1nc(Oc2ccc(C#N)cc2C(F)(F)F)cc1C, predict the reactants needed to synthesize it. The reactants are: COCN=C=S.Cc1cc(Oc2ccc(C#N)cc2C(F)(F)F)n[nH]1.